From a dataset of Forward reaction prediction with 1.9M reactions from USPTO patents (1976-2016). Predict the product of the given reaction. (1) The product is: [F:12][C:13]1[C:39]([F:40])=[CH:38][CH:37]=[CH:36][C:14]=1[CH2:15][S:16][C:17]1[N:22]=[C:21]([NH:23][S:24]([N:27]2[CH2:28][CH2:29][CH:30]([N:5]3[CH2:6][CH2:7][N:2]([CH3:1])[CH2:3][CH2:4]3)[CH2:31][CH2:32]2)(=[O:25])=[O:26])[CH:20]=[C:19]([O:34][CH3:35])[N:18]=1. Given the reactants [CH3:1][N:2]1[CH2:7][CH2:6][NH:5][CH2:4][CH2:3]1.C(O)(=O)C.[F:12][C:13]1[C:39]([F:40])=[CH:38][CH:37]=[CH:36][C:14]=1[CH2:15][S:16][C:17]1[N:22]=[C:21]([NH:23][S:24]([N:27]2[CH2:32][CH2:31][C:30](=O)[CH2:29][CH2:28]2)(=[O:26])=[O:25])[CH:20]=[C:19]([O:34][CH3:35])[N:18]=1.C(O[BH-](OC(=O)C)OC(=O)C)(=O)C.[Na+], predict the reaction product. (2) Given the reactants [N:1]1[CH:6]=[CH:5][CH:4]=[N:3][C:2]=1[C:7]#[C:8][C:9]1[CH:14]=[CH:13][C:12]([NH:15][C:16]([C:18]2[C:19]([C:24]3[CH:29]=[CH:28][C:27]([C:30]([F:33])([F:32])[F:31])=[CH:26][CH:25]=3)=[CH:20][CH:21]=[CH:22][CH:23]=2)=[O:17])=[CH:11][CH:10]=1.[H][H], predict the reaction product. The product is: [N:1]1[CH:6]=[CH:5][CH:4]=[N:3][C:2]=1[CH2:7][CH2:8][C:9]1[CH:10]=[CH:11][C:12]([NH:15][C:16]([C:18]2[C:19]([C:24]3[CH:25]=[CH:26][C:27]([C:30]([F:31])([F:32])[F:33])=[CH:28][CH:29]=3)=[CH:20][CH:21]=[CH:22][CH:23]=2)=[O:17])=[CH:13][CH:14]=1.